Dataset: Forward reaction prediction with 1.9M reactions from USPTO patents (1976-2016). Task: Predict the product of the given reaction. Given the reactants [C@H:1]1([OH:8])[CH2:6][CH2:5][C@@H:4]([OH:7])[CH2:3][CH2:2]1.[C:9]([Si:13](Cl)([CH3:15])[CH3:14])([CH3:12])([CH3:11])[CH3:10].C(N(CC)CC)C, predict the reaction product. The product is: [Si:13]([O:7][C@@H:4]1[CH2:5][CH2:6][C@H:1]([OH:8])[CH2:2][CH2:3]1)([C:9]([CH3:12])([CH3:11])[CH3:10])([CH3:15])[CH3:14].